Dataset: Forward reaction prediction with 1.9M reactions from USPTO patents (1976-2016). Task: Predict the product of the given reaction. (1) Given the reactants [Cl:1][C:2]1[C:10]2[C:9]([N:11]3[CH2:17][CH:16]4[CH:13]([CH2:14][N:15]4C(OC(C)(C)C)=O)[CH2:12]3)=[N:8][C:7]([S:25][C:26]3[CH:35]=[N:34][C:33]4[C:28](=[N:29][CH:30]=[CH:31][N:32]=4)[CH:27]=3)=[N:6][C:5]=2[NH:4][C:3]=1[CH2:36][CH3:37], predict the reaction product. The product is: [CH:13]12[CH2:14][NH:15][CH:16]1[CH2:17][N:11]([C:9]1[C:10]3[C:2]([Cl:1])=[C:3]([CH2:36][CH3:37])[NH:4][C:5]=3[N:6]=[C:7]([S:25][C:26]3[CH:35]=[N:34][C:33]4[C:28](=[N:29][CH:30]=[CH:31][N:32]=4)[CH:27]=3)[N:8]=1)[CH2:12]2. (2) Given the reactants C1C=CC(P(C2C=CC=CC=2)C2C=CC=CC=2)=CC=1.[OH:20][C:21]1[C:30]([CH3:31])=[C:29]2[C:24]([CH:25]=[C:26]([C:36]([O:38][CH3:39])=[O:37])[CH:27]([C:32]([F:35])([F:34])[F:33])[O:28]2)=[CH:23][CH:22]=1.[CH2:40]([CH:42]([CH2:45][CH3:46])[CH2:43]O)[CH3:41].N(C(OCC)=O)=NC([O-])=O, predict the reaction product. The product is: [CH2:40]([CH:42]([CH2:45][CH3:46])[CH2:43][O:20][C:21]1[C:30]([CH3:31])=[C:29]2[C:24]([CH:25]=[C:26]([C:36]([O:38][CH3:39])=[O:37])[CH:27]([C:32]([F:35])([F:33])[F:34])[O:28]2)=[CH:23][CH:22]=1)[CH3:41]. (3) Given the reactants Cl[C:2]1[CH:7]=[C:6]([C:8]([CH3:11])([CH3:10])[CH3:9])[N:5]=[CH:4][N:3]=1.[CH3:12][C:13]1[C:18](B2OC(C)(C)C(C)(C)O2)=[CH:17][CH:16]=[CH:15][N:14]=1.C([O-])(=O)C.[K+].C(=O)([O-])[O-].[Na+].[Na+], predict the reaction product. The product is: [CH3:12][C:13]1[C:18]([C:2]2[CH:7]=[C:6]([C:8]([CH3:11])([CH3:10])[CH3:9])[N:5]=[CH:4][N:3]=2)=[CH:17][CH:16]=[CH:15][N:14]=1. (4) Given the reactants [CH2:1]([C:3]1[C:7]([O:8][C:9]2[CH:10]=[C:11]([C:17]#[N:18])[CH:12]=[C:13]([CH:16]=2)[C:14]#[N:15])=[C:6]([CH2:19][CH2:20][O:21][C:22]2[CH:27]=[CH:26][CH:25]=[C:24]([S:28]([CH3:30])=[O:29])[CH:23]=2)[NH:5][N:4]=1)[CH3:2].[OH:31]OS([O-])=O.[K+], predict the reaction product. The product is: [CH2:1]([C:3]1[C:7]([O:8][C:9]2[CH:10]=[C:11]([C:17]#[N:18])[CH:12]=[C:13]([CH:16]=2)[C:14]#[N:15])=[C:6]([CH2:19][CH2:20][O:21][C:22]2[CH:27]=[CH:26][CH:25]=[C:24]([S:28]([CH3:30])(=[O:31])=[O:29])[CH:23]=2)[NH:5][N:4]=1)[CH3:2]. (5) Given the reactants [NH:1]1[C:9]2[C:4](=[CH:5][C:6]([OH:10])=[CH:7][CH:8]=2)[CH:3]=[N:2]1.[O:11]1[CH:16]=[CH:15][CH2:14][CH2:13][CH2:12]1, predict the reaction product. The product is: [O:11]1[CH2:16][CH2:15][CH2:14][CH2:13][CH:12]1[N:1]1[C:9]2[C:4](=[CH:5][C:6]([OH:10])=[CH:7][CH:8]=2)[CH:3]=[N:2]1. (6) Given the reactants C([N:8]1[C:12]([C:13]2[S:17][C:16]([C:18]3[CH:23]=[CH:22][CH:21]=[CH:20][CH:19]=3)=[N:15][C:14]=2[CH3:24])=[CH:11][N:10]=[C:9]1[C:25]1[CH:26]=[N:27][CH:28]=[CH:29][CH:30]=1)C1C=CC=CC=1.[H][H], predict the reaction product. The product is: [CH3:24][C:14]1[N:15]=[C:16]([C:18]2[CH:23]=[CH:22][CH:21]=[CH:20][CH:19]=2)[S:17][C:13]=1[C:12]1[NH:8][C:9]([C:25]2[CH:26]=[N:27][CH:28]=[CH:29][CH:30]=2)=[N:10][CH:11]=1. (7) Given the reactants C(N(CC)CC)C.[O:8]1[C:12]2([CH2:17][CH2:16][NH:15][CH2:14][CH2:13]2)[O:11][CH2:10][CH2:9]1.[C:18]1([S:24](Cl)(=[O:26])=[O:25])[CH:23]=[CH:22][CH:21]=[CH:20][CH:19]=1.C(=O)([O-])O.[Na+], predict the reaction product. The product is: [C:18]1([S:24]([N:15]2[CH2:16][CH2:17][C:12]3([O:11][CH2:10][CH2:9][O:8]3)[CH2:13][CH2:14]2)(=[O:26])=[O:25])[CH:23]=[CH:22][CH:21]=[CH:20][CH:19]=1. (8) Given the reactants [N-:1]=[N+:2]=[N-:3].[Na+].FC(F)(F)C(O)=O.[CH3:12][O:13][C:14]1[CH:15]=[C:16]([NH:26][C:27]2[S:28][C:29]3[CH2:35][CH2:34][CH2:33][C:32]([C:37]4[CH:42]=[CH:41][CH:40]=[CH:39][CH:38]=4)(O)[C:30]=3[N:31]=2)[CH:17]=[CH:18][C:19]=1[N:20]1[CH:24]=[N:23][C:22]([CH3:25])=N1.C(Cl)(Cl)[Cl:44], predict the reaction product. The product is: [N:1]([C:32]1([C:37]2[CH:38]=[CH:39][CH:40]=[CH:41][CH:42]=2)[C:30]2[N:31]=[C:27]([NH:26][C:16]3[CH:17]=[CH:18][C:19]([N:20]4[CH:25]=[C:22]([Cl:44])[N:23]=[CH:24]4)=[C:14]([O:13][CH3:12])[CH:15]=3)[S:28][C:29]=2[CH2:35][CH2:34][CH2:33]1)=[N+:2]=[N-:3]. (9) Given the reactants [OH:1][C:2]1[CH:3]=[C:4]([CH:14]=[C:15]([O:17][C@@H:18]([CH3:22])[CH2:19][O:20][CH3:21])[CH:16]=1)[C:5]([NH:7][C:8]1[CH:12]=[CH:11][N:10]([CH3:13])[N:9]=1)=[O:6].[N:23]1([C:27]([C:29]2[CH:30]=[CH:31][C:32](Cl)=NC=2)=[O:28])[CH2:26][CH2:25][CH2:24]1.C(=O)([O-])[O-].[Cs+].[Cs+].C[C:43]([N:45](C)C)=O, predict the reaction product. The product is: [N:23]1([C:27]([C:29]2[N:45]=[CH:43][C:32]([O:1][C:2]3[CH:3]=[C:4]([CH:14]=[C:15]([O:17][C@@H:18]([CH3:22])[CH2:19][O:20][CH3:21])[CH:16]=3)[C:5]([NH:7][C:8]3[CH:12]=[CH:11][N:10]([CH3:13])[N:9]=3)=[O:6])=[CH:31][CH:30]=2)=[O:28])[CH2:24][CH2:25][CH2:26]1. (10) Given the reactants [F:1][C:2]1[CH:10]=[CH:9][CH:8]=[C:7]([N+:11]([O-:13])=[O:12])[C:3]=1[C:4]([OH:6])=O.O=S(Cl)Cl.[NH2:18][C:19]1[CH:24]=[CH:23][CH:22]=[CH:21][CH:20]=1.C([O-])(O)=O.[Na+], predict the reaction product. The product is: [F:1][C:2]1[CH:10]=[CH:9][CH:8]=[C:7]([N+:11]([O-:13])=[O:12])[C:3]=1[C:4]([NH:18][C:19]1[CH:24]=[CH:23][CH:22]=[CH:21][CH:20]=1)=[O:6].